Dataset: Peptide-MHC class I binding affinity with 185,985 pairs from IEDB/IMGT. Task: Regression. Given a peptide amino acid sequence and an MHC pseudo amino acid sequence, predict their binding affinity value. This is MHC class I binding data. (1) The peptide sequence is LPPNLAAST. The MHC is HLA-A02:02 with pseudo-sequence HLA-A02:02. The binding affinity (normalized) is 0.00109. (2) The peptide sequence is NTLQCIMLVY. The MHC is HLA-A01:01 with pseudo-sequence HLA-A01:01. The binding affinity (normalized) is 0.431. (3) The peptide sequence is FGALFMWLL. The MHC is HLA-B07:02 with pseudo-sequence HLA-B07:02. The binding affinity (normalized) is 0.213. (4) The peptide sequence is ATDFKFAMY. The MHC is HLA-B15:01 with pseudo-sequence HLA-B15:01. The binding affinity (normalized) is 0.231. (5) The peptide sequence is RILHNFAYSL. The MHC is Patr-A0401 with pseudo-sequence Patr-A0401. The binding affinity (normalized) is 0.149. (6) The peptide sequence is DKTEAILQ. The MHC is H-2-Kb with pseudo-sequence H-2-Kb. The binding affinity (normalized) is 0. (7) The peptide sequence is VSHFYFGAY. The MHC is HLA-A02:01 with pseudo-sequence HLA-A02:01. The binding affinity (normalized) is 0.141.